From a dataset of M1 muscarinic receptor antagonist screen with 61,756 compounds. Binary Classification. Given a drug SMILES string, predict its activity (active/inactive) in a high-throughput screening assay against a specified biological target. (1) The molecule is S(c1n(\c([nH]n1)=C1\c2c(N=C1)cccc2)c1c(cccc1)C)Cc1c(onc1C)C. The result is 0 (inactive). (2) The molecule is O=C(NCCN1CCN(CC1)c1ccccc1)c1c2n(c(=O)c3c(n2)cccc3)ccc1. The result is 0 (inactive). (3) The molecule is ClC1=C(NCC=C)C(=O)N(c2c(Cl)cccc2)C1=O. The result is 0 (inactive). (4) The drug is O(c1cc(NC2=NCCC2)ccc1)c1ccccc1. The result is 1 (active). (5) The molecule is o1c(Cn2c(c(c3c2ncnc3NCCO)c2ccccc2)c2ccccc2)ccc1. The result is 0 (inactive). (6) The compound is s1\c(n(C(C)C)c(c2occc2)c1)=N/c1cccnc1. The result is 1 (active). (7) The drug is S(=O)(=O)(CCC(=O)Nc1c(n(n(c1=O)c1ccccc1)C)C)c1ccc(OC)cc1. The result is 0 (inactive). (8) The molecule is s1c2n(c(CC(OCC(=O)c3cc(OC)c(OC)c(OC)c3)=O)cn2)cc1. The result is 0 (inactive). (9) The molecule is Fc1c(N2CCN(CC2)Cc2nc(nc(n2)N)Nc2ccccc2)cccc1. The result is 0 (inactive).